From a dataset of Forward reaction prediction with 1.9M reactions from USPTO patents (1976-2016). Predict the product of the given reaction. (1) Given the reactants [CH3:1][C:2]1[CH:3]=[CH:4][N:5]2[C:10]=1[C:9](=[O:11])[N:8]([C:12]1[CH:17]=[CH:16][CH:15]=[CH:14][CH:13]=1)[C:7]([C@@H:18]([NH:20][C:21]1[C:22]3[C:29]([C:30]4[CH:31]=[C:32]([NH:42][S:43]([CH3:46])(=[O:45])=[O:44])[CH:33]=[C:34]([N:36]5[CH2:41][CH2:40][O:39][CH2:38][CH2:37]5)[CH:35]=4)=[CH:28][N:27](COCC[Si](C)(C)C)[C:23]=3[N:24]=[CH:25][N:26]=1)[CH3:19])=[N:6]2.FC(F)(F)C(O)=O.N, predict the reaction product. The product is: [CH3:1][C:2]1[CH:3]=[CH:4][N:5]2[C:10]=1[C:9](=[O:11])[N:8]([C:12]1[CH:13]=[CH:14][CH:15]=[CH:16][CH:17]=1)[C:7]([C@@H:18]([NH:20][C:21]1[C:22]3[C:29]([C:30]4[CH:31]=[C:32]([NH:42][S:43]([CH3:46])(=[O:45])=[O:44])[CH:33]=[C:34]([N:36]5[CH2:37][CH2:38][O:39][CH2:40][CH2:41]5)[CH:35]=4)=[CH:28][NH:27][C:23]=3[N:24]=[CH:25][N:26]=1)[CH3:19])=[N:6]2. (2) Given the reactants Cl[C:2]1[N:11]=[C:10]([NH:12][CH2:13][C:14]([C:22]2[CH:27]=[CH:26][CH:25]=[CH:24][CH:23]=2)([C:16]2[CH:21]=[CH:20][CH:19]=[CH:18][CH:17]=2)[OH:15])[C:9]2[C:4](=[CH:5][CH:6]=[CH:7][CH:8]=2)[N:3]=1.[NH:28]1[C:36]2[C:31](=[CH:32][C:33](B(O)O)=[CH:34][CH:35]=2)[CH:30]=[CH:29]1.C(NC1C2C(=CC=CC=2)N=C(C2SC3C=CC=CC=3C=2)N=1)(C1C=CC=CC=1)C1C=CC=CC=1, predict the reaction product. The product is: [NH:28]1[C:36]2[C:31](=[CH:32][C:33]([C:2]3[N:11]=[C:10]([NH:12][CH2:13][C:14]([C:22]4[CH:27]=[CH:26][CH:25]=[CH:24][CH:23]=4)([C:16]4[CH:21]=[CH:20][CH:19]=[CH:18][CH:17]=4)[OH:15])[C:9]4[C:4](=[CH:5][CH:6]=[CH:7][CH:8]=4)[N:3]=3)=[CH:34][CH:35]=2)[CH:30]=[CH:29]1. (3) Given the reactants [CH3:1][O:2][C:3]1[CH:33]=[CH:32][C:6]([CH2:7][N:8]([CH3:31])[C:9]2[CH:18]=[C:17]3[C:12]([CH:13]=[C:14]([C:22]4[CH:27]=[C:26]([NH2:28])[C:25]([F:29])=[CH:24][C:23]=4[Cl:30])[C:15](=[O:21])[N:16]3[CH2:19][CH3:20])=[CH:11][N:10]=2)=[CH:5][CH:4]=1.C([O-])(O)=O.[Na+].Cl[C:40]([O:42][C:43]([CH3:45])=[CH2:44])=[O:41].CCCCCC, predict the reaction product. The product is: [Cl:30][C:23]1[C:22]([C:14]2[C:15](=[O:21])[N:16]([CH2:19][CH3:20])[C:17]3[C:12]([CH:13]=2)=[CH:11][N:10]=[C:9]([N:8]([CH2:7][C:6]2[CH:5]=[CH:4][C:3]([O:2][CH3:1])=[CH:33][CH:32]=2)[CH3:31])[CH:18]=3)=[CH:27][C:26]([NH:28][C:40](=[O:41])[O:42][C:43]([CH3:45])=[CH2:44])=[C:25]([F:29])[CH:24]=1. (4) Given the reactants ClC1C=CC2OC(NC[C@@H]3[C@H](C)CCCN3C(OCC=C)=O)=NC=2C=1.[NH2:26][CH2:27][C@@H:28]1[C@H:33]([CH3:34])[CH2:32][CH2:31][CH2:30][N:29]1[C:35]([C:37]1[CH:42]=[C:41]([CH3:43])[CH:40]=[CH:39][C:38]=1[N:44]1[N:48]=[C:47]([CH3:49])[CH:46]=[N:45]1)=[O:36].Cl[C:51]1[O:52][C:53]2[CH:59]=[CH:58][C:57]([F:60])=[CH:56][C:54]=2[N:55]=1, predict the reaction product. The product is: [F:60][C:57]1[CH:58]=[CH:59][C:53]2[O:52][C:51]([NH:26][CH2:27][C@@H:28]3[C@H:33]([CH3:34])[CH2:32][CH2:31][CH2:30][N:29]3[C:35]([C:37]3[CH:42]=[C:41]([CH3:43])[CH:40]=[CH:39][C:38]=3[N:44]3[N:48]=[C:47]([CH3:49])[CH:46]=[N:45]3)=[O:36])=[N:55][C:54]=2[CH:56]=1.